From a dataset of Forward reaction prediction with 1.9M reactions from USPTO patents (1976-2016). Predict the product of the given reaction. (1) Given the reactants [Br:1][C:2]1[CH:7]=[C:6]([Br:8])[N:5]=[C:4]([C:9]2[CH:14]=[CH:13][CH:12]=[CH:11][C:10]=2[Cl:15])[C:3]=1[CH2:16][CH2:17][C:18]([OH:20])=O.C[Si](C=[N+]=[N-])(C)C.C[Al](C)C.[Cl:32][C:33]1[CH:39]=[CH:38][CH:37]=[CH:36][C:34]=1[NH2:35].Cl, predict the reaction product. The product is: [Cl:32][C:33]1[CH:39]=[CH:38][CH:37]=[CH:36][C:34]=1[NH:35][C:18](=[O:20])[CH2:17][CH2:16][C:3]1[C:4]([C:9]2[CH:14]=[CH:13][CH:12]=[CH:11][C:10]=2[Cl:15])=[N:5][C:6]([Br:8])=[CH:7][C:2]=1[Br:1]. (2) The product is: [NH2:30][C:31]1[C:32]2[N:33]([C:37]([C@@H:41]3[CH2:46][CH2:45][CH2:44][N:43]([C:47]([C:49]4([CH3:53])[CH2:50][O:51][CH2:52]4)=[O:48])[CH2:42]3)=[N:38][C:39]=2[C:20]2[CH:19]=[CH:18][C:4]([C:5]([NH:7][C:8]3[CH:13]=[C:12]([C:14]([F:15])([F:16])[F:17])[CH:11]=[CH:10][N:9]=3)=[O:6])=[CH:3][C:2]=2[F:1])[CH:34]=[CH:35][N:36]=1. Given the reactants [F:1][C:2]1[CH:3]=[C:4]([CH:18]=[CH:19][C:20]=1B1OC(C)(C)C(C)(C)O1)[C:5]([NH:7][C:8]1[CH:13]=[C:12]([C:14]([F:17])([F:16])[F:15])[CH:11]=[CH:10][N:9]=1)=[O:6].[NH2:30][C:31]1[C:32]2[N:33]([C:37]([C@@H:41]3[CH2:46][CH2:45][CH2:44][N:43]([C:47]([C:49]4([CH3:53])[CH2:52][O:51][CH2:50]4)=[O:48])[CH2:42]3)=[N:38][C:39]=2Br)[CH:34]=[CH:35][N:36]=1.C(=O)([O-])[O-].[K+].[K+], predict the reaction product. (3) Given the reactants [NH2:1][C:2]1[CH:3]=[C:4]([CH:8]=[C:9]([C:11]([CH3:13])=[CH2:12])[CH:10]=1)[C:5]([OH:7])=[O:6], predict the reaction product. The product is: [NH2:1][C:2]1[CH:3]=[C:4]([CH:8]=[C:9]([CH:11]([CH3:13])[CH3:12])[CH:10]=1)[C:5]([OH:7])=[O:6]. (4) Given the reactants [CH3:1][CH:2]([N:4]1[CH2:9][CH2:8][CH:7]([O:10][CH:11]2[CH2:16][CH2:15][N:14]([C:17]3[CH:18]=[CH:19][C:20]([C:23](O)=[O:24])=[N:21][CH:22]=3)[CH2:13][CH2:12]2)[CH2:6][CH2:5]1)[CH3:3].C(Cl)(=O)C(Cl)=O.[CH3:32][NH2:33].Cl, predict the reaction product. The product is: [CH3:32][NH:33][C:23]([C:20]1[CH:19]=[CH:18][C:17]([N:14]2[CH2:15][CH2:16][CH:11]([O:10][CH:7]3[CH2:8][CH2:9][N:4]([CH:2]([CH3:3])[CH3:1])[CH2:5][CH2:6]3)[CH2:12][CH2:13]2)=[CH:22][N:21]=1)=[O:24]. (5) Given the reactants C(OC(=O)[NH:7][CH2:8][C:9]1[CH:14]=[CH:13][CH:12]=[C:11]([CH2:15][NH:16][C:17]([C:19]2[C:20]([CH3:32])=[N:21][C:22]([C:25]3[CH:30]=[CH:29][CH:28]=[C:27]([F:31])[CH:26]=3)=[N:23][CH:24]=2)=[O:18])[CH:10]=1)(C)(C)C.C(O)(C(F)(F)F)=O.CCN(CC)CC.[CH3:48][S:49](Cl)(=[O:51])=[O:50], predict the reaction product. The product is: [CH3:48][S:49]([NH:7][CH2:8][C:9]1[CH:10]=[C:11]([CH:12]=[CH:13][CH:14]=1)[CH2:15][NH:16][C:17]([C:19]1[C:20]([CH3:32])=[N:21][C:22]([C:25]2[CH:30]=[CH:29][CH:28]=[C:27]([F:31])[CH:26]=2)=[N:23][CH:24]=1)=[O:18])(=[O:51])=[O:50]. (6) Given the reactants [CH3:1][N:2]([CH3:27])[C:3](=[O:26])[O:4][C:5]1[CH:10]=[CH:9][CH:8]=[C:7]([NH:11][C:12]([C:14]2([CH2:20][C:21]3[N:22]=[CH:23][NH:24][CH:25]=3)[CH2:19][CH2:18][NH:17][CH2:16][CH2:15]2)=[O:13])[CH:6]=1.CN(C)C(OC1C=C([NH:39][C:40]([C:42]2([CH2:55][C:56]3[N:57]=[CH:58][N:59]([C:61](C4C=CC=CC=4)(C4C=CC=CC=4)C4C=CC=CC=4)C=3)[CH2:47]CN(C(OC(C)(C)C)=O)CC2)=O)C=CC=1)=O.Cl, predict the reaction product. The product is: [CH3:27][N:2]([CH3:1])[C:3](=[O:26])[O:4][C:5]1[CH:10]=[CH:9][CH:8]=[C:7]([NH:11][C:12]([C:14]2([CH2:20][C:21]3[N:22]=[CH:23][NH:24][CH:25]=3)[CH2:19][CH2:18][N:17]([C:61]3[C:55]4[C:42]([CH3:47])=[CH:40][NH:39][C:56]=4[N:57]=[CH:58][N:59]=3)[CH2:16][CH2:15]2)=[O:13])[CH:6]=1. (7) Given the reactants Br[C:2]1[CH:7]=[CH:6][C:5]([NH:8][C:9](=[O:14])[C:10]([CH3:13])([CH3:12])[CH3:11])=[CH:4][CH:3]=1.[Li]CCCC.[CH3:20][O:21][C:22]1[CH:23]=[N:24][C:25]2[C:30]([N:31]=1)=[CH:29][C:28]([CH:32]=[O:33])=[CH:27][CH:26]=2, predict the reaction product. The product is: [OH:33][CH:32]([C:28]1[CH:29]=[C:30]2[C:25](=[CH:26][CH:27]=1)[N:24]=[CH:23][C:22]([O:21][CH3:20])=[N:31]2)[C:2]1[CH:7]=[CH:6][C:5]([NH:8][C:9](=[O:14])[C:10]([CH3:13])([CH3:12])[CH3:11])=[CH:4][CH:3]=1.